Regression/Classification. Given an antibody's heavy chain and light chain sequences, predict its developability. TAP uses regression for 5 developability metrics; SAbDab uses binary classification. From a dataset of Antibody developability classification from SAbDab with 2,409 antibodies. (1) The antibody is ['EVQLVQSGAEVKEPRESLKISCKGSGYSFTNYWIGWVRQMPGKGLEWMGIIFPGDSDTRYSPSFQGQVTISADKSINTAYLQWSSLKASDTAIYYCARLKRRGFSGEGYFDYWGQGTLVTVSS', 'ELTLTQSPATLSVSPGERATLSCRASQSVSSNLAWYQQKPGQAPRLLIYGASTRATGIPARFSGSGSGTEFTLTISSLQSEDFAVYYCQQYNNWPPYTFGQGTKVEIK']. Result: 0 (not developable). (2) Result: 0 (not developable). The antibody is ['QVQLQQSGPELVRPGVSVKISCKGSGYTFIDEALHWVKQSHAESLEWIGVIRPYSGETNYNQKFKDKATMTVDISSSTAYLELARLTSEDSAIYYCARDWERGDFFDYWGQGTLVTVSS', 'DIVMTQTPKFLLVSAGDKVTITCKASQSVSNDLTWYQQKPGQSPKLLIYYASNRYTGVPDRFTGSGYGTDFTFTISTVQAEDLAVYFCQQDYGSPPTFGGGTKVEIK']. (3) The antibody is ['QVQLEESGAELARPGSSVKLSCKASGYTFTNYWLQWVKQRTGQGLEWIGAIYPRDGDAKYSQKFKDKASLTVNESSSTAYMHLSALASEDSAVYYCARANYGLYYAMDRWGQGTSVTVSS', 'DIFLTQSPANMSVSPGERVSFSCRASQNIGTNIHWYQQRTNGSPRLLIKYASESISGIPSRFSGSGSGTDFILSINTVESEDIAVYFCQQSNRWPFTFGSGTKLEVI']. Result: 1 (developable). (4) The antibody is ['VQLLESGGGLVQPGGSLRLSCAASGFTFSNYGMSWVRQAPGKGLEWVASIRSGGGRTYYSDNVKGRFTISRDNAKNSLYLQMNSLRAEDTALYYCVRYDHYSGSSDYWGQGTLVTVSS', 'YVVMTQSPLSLPVTPGEPASISCKSSQSLLDSDGKTYLNWLLQKPGQSPQRLIYLVSKLDSGVPDRFSGSGSGTDFTLKISRVEAEDVGVYYCWQGTHFPRTFGQGTKVEIK']. Result: 0 (not developable).